Dataset: Reaction yield outcomes from USPTO patents with 853,638 reactions. Task: Predict the reaction yield, written as a fraction of the theoretical maximum amount of product (1.0 means a 100% yield; for example, 0.34 means a 34% yield). (1) The reactants are [CH3:1][CH:2]1[CH2:7][CH2:6][CH:5]([C:8]([N:10]([CH:25]2[CH2:30][CH2:29][N:28]([CH3:31])[CH2:27][CH2:26]2)[C:11]2[CH:15]=[C:14]([C:16]3[CH:21]=[CH:20][CH:19]=[CH:18][CH:17]=3)[S:13][C:12]=2[C:22]([OH:24])=[O:23])=[O:9])[CH2:4][CH2:3]1.C(=O)([O-])[O-].[Cs+].[Cs+].[I-].[Na+].[C:40]([O:46][CH2:47]Cl)(=[O:45])[C:41]([CH3:44])([CH3:43])[CH3:42]. The catalyst is CN(C=O)C. The product is [CH3:42][C:41]([CH3:44])([CH3:43])[C:40]([O:46][CH2:47][O:23][C:22]([C:12]1[S:13][C:14]([C:16]2[CH:21]=[CH:20][CH:19]=[CH:18][CH:17]=2)=[CH:15][C:11]=1[N:10]([C:8]([CH:5]1[CH2:4][CH2:3][CH:2]([CH3:1])[CH2:7][CH2:6]1)=[O:9])[CH:25]1[CH2:26][CH2:27][N:28]([CH3:31])[CH2:29][CH2:30]1)=[O:24])=[O:45]. The yield is 0.520. (2) The reactants are [CH2:1]([NH2:8])[C:2]1[CH:7]=[CH:6][CH:5]=[CH:4][CH:3]=1.[CH:9](=O)[CH2:10][CH2:11][CH3:12].[OH-].[K+]. No catalyst specified. The product is [CH2:1]([NH:8]/[CH:9]=[CH:10]/[CH2:11][CH3:12])[C:2]1[CH:7]=[CH:6][CH:5]=[CH:4][CH:3]=1. The yield is 0.740. (3) The reactants are [Li][CH2:2]CCC.[CH2:6]([C@H:13]([C@H:16]([C@@H:21]([O:23][Si](C)(C)C)[CH3:22])[CH2:17][CH2:18][CH2:19][CH3:20])[CH:14]=O)[C:7]1[CH:12]=[CH:11][CH:10]=[CH:9][CH:8]=1. The catalyst is C1COCC1. The product is [C:7]1([CH2:6][C@H:13]([C@@H:16]([CH2:17][CH2:18][CH2:19][CH3:20])[C@@H:21]([OH:23])[CH3:22])[CH:14]=[CH2:2])[CH:12]=[CH:11][CH:10]=[CH:9][CH:8]=1. The yield is 0.530. (4) The reactants are [C:1]([O:4][CH2:5][CH:6](Br)[C:7]1[C:12]([F:13])=[CH:11][C:10]([Br:14])=[CH:9][C:8]=1[F:15])(=[O:3])[CH3:2].C(=O)([O-])[O-].[K+].[K+].Cl.[CH:24]1([N:27]2[CH2:32][C:31]3([CH2:37][CH2:36][NH:35][CH2:34][CH2:33]3)[O:30][CH2:29][C:28]2=[O:38])[CH2:26][CH2:25]1. The catalyst is CN(C)C=O.O. The product is [C:1]([O:4][CH2:5][CH:6]([C:7]1[C:12]([F:13])=[CH:11][C:10]([Br:14])=[CH:9][C:8]=1[F:15])[N:35]1[CH2:36][CH2:37][C:31]2([O:30][CH2:29][C:28](=[O:38])[N:27]([CH:24]3[CH2:25][CH2:26]3)[CH2:32]2)[CH2:33][CH2:34]1)(=[O:3])[CH3:2]. The yield is 0.800. (5) The reactants are [CH3:1][CH2:2][CH2:3][CH2:4][C:5](=[O:12])/[CH:6]=[CH:7]/[CH:8]=[CH:9]/[CH:10]=[CH2:11].[Cl-].[Cl-].[Cl-].[Ce+3].[BH4-].[Na+].[NH4+].[Cl-]. The catalyst is CO. The product is [CH3:1][CH2:2][CH2:3][CH2:4][CH:5]([OH:12])/[CH:6]=[CH:7]/[CH:8]=[CH:9]/[CH:10]=[CH2:11]. The yield is 0.660.